Dataset: Kir2.1 potassium channel HTS with 301,493 compounds. Task: Binary Classification. Given a drug SMILES string, predict its activity (active/inactive) in a high-throughput screening assay against a specified biological target. (1) The compound is S=C(N(Cc1c2c(n(c1)C)cccc2)C)Nc1cc(F)cc(F)c1. The result is 0 (inactive). (2) The drug is O=C(N1CCNCC1)c1cc(OC)c(OC)c(OC)c1. The result is 0 (inactive). (3) The compound is S(c1n(c2c(OC)cccc2)cnn1)CC(=O)NCc1sccc1. The result is 0 (inactive). (4) The drug is Fc1cc(Cn2c3c(ccc2=O)cccc3)ccc1. The result is 0 (inactive).